Dataset: Reaction yield outcomes from USPTO patents with 853,638 reactions. Task: Predict the reaction yield, written as a fraction of the theoretical maximum amount of product (1.0 means a 100% yield; for example, 0.34 means a 34% yield). (1) The reactants are Cl[CH2:2][CH2:3][C:4]1([CH2:19][CH3:20])[C:9]2[NH:10][C:11]3[C:16]([C:8]=2[CH2:7][CH2:6][O:5]1)=[CH:15][CH:14]=[CH:13][C:12]=3[CH2:17][CH3:18].CC(N=NC(C#N)(C)C)(C#N)C.[SnH](CCCC)(CCCC)CCCC. The catalyst is C1(C)C=CC=CC=1. The product is [CH2:19]([C:4]1([CH2:3][CH3:2])[C:9]2[NH:10][C:11]3[C:16]([C:8]=2[CH2:7][CH2:6][O:5]1)=[CH:15][CH:14]=[CH:13][C:12]=3[CH2:17][CH3:18])[CH3:20]. The yield is 0.620. (2) The reactants are [CH3:1][C:2]([CH3:21])([CH2:6][C:7]1[CH:12]=[CH:11][CH:10]=[C:9]([O:13][CH2:14][C:15]2[CH:20]=[CH:19][CH:18]=[CH:17][CH:16]=2)[CH:8]=1)[C:3]([OH:5])=[O:4].[CH3:22]O. The catalyst is OS(O)(=O)=O.O. The product is [CH3:1][C:2]([CH3:21])([CH2:6][C:7]1[CH:12]=[CH:11][CH:10]=[C:9]([O:13][CH2:14][C:15]2[CH:20]=[CH:19][CH:18]=[CH:17][CH:16]=2)[CH:8]=1)[C:3]([O:5][CH3:22])=[O:4]. The yield is 0.500. (3) The reactants are [Cl:1][C:2]1[C:3]([O:10][CH2:11][CH2:12][CH3:13])=[C:4]([CH2:8][OH:9])[CH:5]=[CH:6][CH:7]=1. The catalyst is C1C=CC=CC=1.O=[Mn]=O. The product is [Cl:1][C:2]1[C:3]([O:10][CH2:11][CH2:12][CH3:13])=[C:4]([CH:5]=[CH:6][CH:7]=1)[CH:8]=[O:9]. The yield is 0.380. (4) The reactants are [F:1][C:2]([F:24])([F:23])[S:3][CH2:4][CH2:5][CH2:6][CH2:7][CH2:8][O:9][C:10]1[CH:15]=[C:14]([S:16][CH2:17][C:18]([F:21])([F:20])[F:19])[C:13]([CH3:22])=[CH:12][CH:11]=1.ClC1C=CC=C(C(OO)=[O:33])C=1.CCCCCC.C(OCC)(=O)C. The catalyst is C(Cl)(Cl)Cl.C(N(CC)CC)C. The product is [F:24][C:2]([F:1])([F:23])[S:3][CH2:4][CH2:5][CH2:6][CH2:7][CH2:8][O:9][C:10]1[CH:11]=[CH:12][C:13]([CH3:22])=[C:14]([S:16]([CH2:17][C:18]([F:19])([F:20])[F:21])=[O:33])[CH:15]=1. The yield is 0.770. (5) The reactants are [Br:1][C:2]1[CH:3]=[C:4]2[C:9](=[CH:10][CH:11]=1)[N:8]=[CH:7][N:6]=[C:5]2Cl.[CH3:13][C:14]1[CH:22]=[CH:21][C:20](B2OC(C)(C)C(C)(C)O2)=[CH:19][C:15]=1[C:16]([OH:18])=[O:17].[O-]P([O-])([O-])=O.[K+].[K+].[K+]. The catalyst is Cl[Pd](Cl)([P](C1C=CC=CC=1)(C1C=CC=CC=1)C1C=CC=CC=1)[P](C1C=CC=CC=1)(C1C=CC=CC=1)C1C=CC=CC=1. The product is [Br:1][C:2]1[CH:3]=[C:4]2[C:9](=[CH:10][CH:11]=1)[N:8]=[CH:7][N:6]=[C:5]2[C:20]1[CH:21]=[CH:22][C:14]([CH3:13])=[C:15]([CH:19]=1)[C:16]([OH:18])=[O:17]. The yield is 0.600. (6) The reactants are C(N(CC)CC)C.[C:16](O[C:16]([O:18][C:19]([CH3:22])([CH3:21])[CH3:20])=[O:17])([O:18][C:19]([CH3:22])([CH3:21])[CH3:20])=[O:17].[O:23]1CC[CH2:25][CH2:24]1.ClC1C=CC([C@H:35]2N3C(SC(C(N4C[C@H](F)C[C@H]4C(N4CC5(CC5)N(C(=O)C(F)(F)F)CC4)=O)=O)=C3C(C)C)=[N:37][C@:36]2([C:71]2[CH:72]=[N:73][C:74]([Cl:77])=[CH:75][CH:76]=2)[CH3:70])=CC=1F.C(OCC)(=[O:81])C. No catalyst specified. The product is [C:19]([O:18][C:16]([NH:37][C:36]([C:71]1[CH:72]=[N:73][C:74]([Cl:77])=[CH:75][CH:76]=1)([CH3:70])[C:35]([O:23][CH2:24][CH3:25])=[O:81])=[O:17])([CH3:20])([CH3:21])[CH3:22]. The yield is 0.840. (7) The catalyst is C1(C)C=CC=CC=1.[O-]CC.[Ti+4].[O-]CC.[O-]CC.[O-]CC. The product is [Cl:1][C:2]1[C:3](=[O:4])[N:17]([C:14]2[CH:13]=[C:12]([C:18]([F:19])([F:20])[F:21])[C:11]([I:10])=[CH:16][N:15]=2)[C:5](=[O:8])[C:6]=1[CH3:7]. The reactants are [Cl:1][C:2]1[C:3](=O)[O:4][C:5](=[O:8])[C:6]=1[CH3:7].[I:10][C:11]1[C:12]([C:18]([F:21])([F:20])[F:19])=[CH:13][C:14]([NH2:17])=[N:15][CH:16]=1. The yield is 0.660. (8) The reactants are [CH3:1][O:2][C:3]1[CH:4]=[C:5]([C:9]2[CH:14]=[CH:13][CH:12]=[C:11]([O:15][CH3:16])[CH:10]=2)[CH:6]=[CH:7][CH:8]=1.[Br:17]N1C(=O)CCC1=O. The catalyst is CN(C)C=O. The product is [Br:17][C:14]1[CH:13]=[CH:12][C:11]([O:15][CH3:16])=[CH:10][C:9]=1[C:5]1[CH:6]=[CH:7][CH:8]=[C:3]([O:2][CH3:1])[CH:4]=1. The yield is 0.980. (9) The reactants are Cl[CH2:2][C:3]1[C:7]2[CH2:8][N:9]([C:12]3[C:21]4[C:16](=[CH:17][C:18]([O:24][CH3:25])=[C:19]([O:22][CH3:23])[CH:20]=4)[N:15]=[CH:14][N:13]=3)[CH2:10][CH2:11][C:6]=2[NH:5][N:4]=1.[CH2:26]([NH:28][CH2:29][CH3:30])[CH3:27]. The catalyst is O1CCCC1. The product is [CH3:23][O:22][C:19]1[CH:20]=[C:21]2[C:16](=[CH:17][C:18]=1[O:24][CH3:25])[N:15]=[CH:14][N:13]=[C:12]2[N:9]1[CH2:10][CH2:11][C:6]2[NH:5][N:4]=[C:3]([CH2:2][N:28]([CH2:29][CH3:30])[CH2:26][CH3:27])[C:7]=2[CH2:8]1. The yield is 0.720.